From a dataset of TCR-epitope binding with 47,182 pairs between 192 epitopes and 23,139 TCRs. Binary Classification. Given a T-cell receptor sequence (or CDR3 region) and an epitope sequence, predict whether binding occurs between them. (1) The epitope is ALSKGVHFV. The TCR CDR3 sequence is CASSERGSLPGTSGVIAKNIQYF. Result: 0 (the TCR does not bind to the epitope). (2) The epitope is KLPDDFTGCV. The TCR CDR3 sequence is CASSDNTGFYGYTF. Result: 0 (the TCR does not bind to the epitope). (3) The epitope is LLWNGPMAV. The TCR CDR3 sequence is CASTPGGGIHGYTF. Result: 1 (the TCR binds to the epitope). (4) The epitope is TEKSNIIRGW. The TCR CDR3 sequence is CASSFSSGPQETQYF. Result: 0 (the TCR does not bind to the epitope).